The task is: Predict the product of the given reaction.. This data is from Forward reaction prediction with 1.9M reactions from USPTO patents (1976-2016). (1) Given the reactants [NH2:1][CH:2]1[CH2:8][C:7]([CH3:10])([CH3:9])[C:6]2[CH:11]=[CH:12][C:13]([N+:15]([O-:17])=[O:16])=[CH:14][C:5]=2[NH:4][C:3]1=[O:18].[CH3:19][O:20][CH2:21][C:22](Cl)=[O:23].CC1(C)C2C=CC([N+]([O-])=O)=CC=2NC(=O)C(NC(=O)C(F)(F)F)C1, predict the reaction product. The product is: [CH3:9][C:7]1([CH3:10])[C:6]2[CH:11]=[CH:12][C:13]([N+:15]([O-:17])=[O:16])=[CH:14][C:5]=2[NH:4][C:3](=[O:18])[CH:2]([NH:1][C:22](=[O:23])[CH2:21][O:20][CH3:19])[CH2:8]1. (2) Given the reactants [CH:1]([NH:4]C(C)C)(C)[CH3:2].C([Li])CCC.[C:13]([N:20]1[CH2:25][CH2:24][C:23](=[O:26])[CH2:22][CH2:21]1)([O:15][C:16]([CH3:19])([CH3:18])[CH3:17])=[O:14].BrCC#N, predict the reaction product. The product is: [C:16]([O:15][C:13]([N:20]1[CH2:25][CH2:24][C:23]([CH2:2][C:1]#[N:4])([OH:26])[CH2:22][CH2:21]1)=[O:14])([CH3:19])([CH3:18])[CH3:17]. (3) Given the reactants [NH2:1][C:2]1[C:3]([NH:8][C:9]2[CH:18]=[C:17]3[C:12]([CH:13]=[CH:14][CH:15]=[C:16]3[N:19]3[CH2:24][CH2:23][N:22]([CH3:25])[CH2:21][CH2:20]3)=[CH:11][CH:10]=2)=[N:4][CH:5]=[CH:6][CH:7]=1.C(N(CC)CC)C.[C:33](Cl)(=[O:40])[C:34]1[CH:39]=[CH:38][CH:37]=[CH:36][CH:35]=1, predict the reaction product. The product is: [C:33]([NH:1][C:2]1[C:3]([NH:8][C:9]2[CH:18]=[C:17]3[C:12]([CH:13]=[CH:14][CH:15]=[C:16]3[N:19]3[CH2:20][CH2:21][N:22]([CH3:25])[CH2:23][CH2:24]3)=[CH:11][CH:10]=2)=[N:4][CH:5]=[CH:6][CH:7]=1)(=[O:40])[C:34]1[CH:39]=[CH:38][CH:37]=[CH:36][CH:35]=1.